Predict the reaction yield, written as a fraction of the theoretical maximum amount of product (1.0 means a 100% yield; for example, 0.34 means a 34% yield). From a dataset of Reaction yield outcomes from USPTO patents with 853,638 reactions. (1) The reactants are [Br:1][C:2]1[CH:19]=[CH:18][C:5]([N:6]([CH3:17])[S:7]([C:10]2[CH:15]=[CH:14][C:13]([CH3:16])=[CH:12][CH:11]=2)(=[O:9])=[O:8])=[CH:4][CH:3]=1.[N+:20]([O-])([OH:22])=[O:21].O. The catalyst is C(O)(=O)C. The product is [Br:1][C:2]1[CH:19]=[CH:18][C:5]([N:6]([CH3:17])[S:7]([C:10]2[CH:15]=[CH:14][C:13]([CH3:16])=[CH:12][CH:11]=2)(=[O:9])=[O:8])=[C:4]([N+:20]([O-:22])=[O:21])[CH:3]=1. The yield is 0.630. (2) The reactants are [C:1]([NH:8][C@H:9]([C:13]([OH:15])=[O:14])[CH:10]([CH3:12])[CH3:11])([O:3][C:4]([CH3:7])([CH3:6])[CH3:5])=[O:2].C([O-])([O-])=O.[Cs+].[Cs+].[Cl:22][CH2:23]I.[Sn]. The catalyst is CCO.CN(C=O)C.O.C1(C)C=CC=CC=1. The product is [C:4]([O:3][C:1]([NH:8][C@@H:9]([CH:10]([CH3:11])[CH3:12])[C:13]([O:15][CH2:23][Cl:22])=[O:14])=[O:2])([CH3:5])([CH3:7])[CH3:6]. The yield is 0.370. (3) The yield is 1.00. The product is [CH2:1]([N:3]1[C:9]2[CH:10]=[C:11]([NH2:14])[CH:12]=[CH:13][C:8]=2[O:7][CH2:6][CH2:5][CH2:4]1)[CH3:2]. The reactants are [CH2:1]([N:3]1[C:9]2[CH:10]=[C:11]([N+:14]([O-])=O)[CH:12]=[CH:13][C:8]=2[O:7][CH2:6][CH2:5][CH2:4]1)[CH3:2].O.NN. The catalyst is [Pd].C(O)C.